From a dataset of Reaction yield outcomes from USPTO patents with 853,638 reactions. Predict the reaction yield, written as a fraction of the theoretical maximum amount of product (1.0 means a 100% yield; for example, 0.34 means a 34% yield). (1) The product is [C:38]([N:26]1[CH2:25][CH2:24][N:23]([C:22]2[C:16]3[N:15]=[C:14]([CH2:13][N:2]([CH3:1])[CH:3]4[C:12]5[N:11]=[CH:10][CH:9]=[CH:8][C:7]=5[CH2:6][CH2:5][CH2:4]4)[NH:18][C:17]=3[CH:19]=[CH:20][CH:21]=2)[CH2:28][CH2:27]1)(=[O:40])[CH3:39]. The yield is 0.180. The reactants are [CH3:1][N:2]([CH2:13][C:14]1[NH:18][C:17]2[CH:19]=[CH:20][CH:21]=[C:22]([N:23]3[CH2:28][CH2:27][NH:26][CH2:25][CH2:24]3)[C:16]=2[N:15]=1)[CH:3]1[C:12]2[N:11]=[CH:10][CH:9]=[CH:8][C:7]=2[CH2:6][CH2:5][CH2:4]1.CCN(C(C)C)C(C)C.[C:38](OC(=O)C)(=[O:40])[CH3:39]. The catalyst is C(Cl)Cl. (2) The reactants are [C:1]1([C:7](=O)[CH2:8][C:9](=O)[C:10]([O:12][CH2:13][CH3:14])=[O:11])[CH:6]=[CH:5][CH:4]=[CH:3][CH:2]=1.[NH:17]([C:19]1[CH:20]=[CH:21][C:22]([O:25][CH3:26])=[N:23][CH:24]=1)[NH2:18]. The catalyst is C(O)C. The product is [CH3:26][O:25][C:22]1[N:23]=[CH:24][C:19]([N:17]2[C:7]([C:1]3[CH:6]=[CH:5][CH:4]=[CH:3][CH:2]=3)=[CH:8][C:9]([C:10]([O:12][CH2:13][CH3:14])=[O:11])=[N:18]2)=[CH:20][CH:21]=1. The yield is 0.610.